Predict the reaction yield, written as a fraction of the theoretical maximum amount of product (1.0 means a 100% yield; for example, 0.34 means a 34% yield). From a dataset of Reaction yield outcomes from USPTO patents with 853,638 reactions. The reactants are [C:1]([C:5]1[O:9][N:8]=[C:7]([NH:10][C:11]([NH:13][C:14]2[CH:19]=[CH:18][CH:17]=[C:16]([OH:20])[CH:15]=2)=[O:12])[CH:6]=1)([CH3:4])([CH3:3])[CH3:2].[CH2:21]([O:28][C:29]1[CH:38]=[C:37]2[C:32]([C:33](Cl)=[N:34][CH:35]=[N:36]2)=[CH:31][CH:30]=1)[C:22]1[CH:27]=[CH:26][CH:25]=[CH:24][CH:23]=1.C(=O)([O-])[O-].[Cs+].[Cs+]. The catalyst is O1CCCC1. The product is [CH2:21]([O:28][C:29]1[CH:38]=[C:37]2[C:32]([C:33]([O:20][C:16]3[CH:15]=[C:14]([NH:13][C:11]([NH:10][C:7]4[CH:6]=[C:5]([C:1]([CH3:4])([CH3:2])[CH3:3])[O:9][N:8]=4)=[O:12])[CH:19]=[CH:18][CH:17]=3)=[N:34][CH:35]=[N:36]2)=[CH:31][CH:30]=1)[C:22]1[CH:23]=[CH:24][CH:25]=[CH:26][CH:27]=1. The yield is 0.380.